From a dataset of Catalyst prediction with 721,799 reactions and 888 catalyst types from USPTO. Predict which catalyst facilitates the given reaction. (1) Reactant: [Br:1][C:2]1[CH:30]=[CH:29][C:5]([C:6]([NH:8][C:9]2[CH:14]=[CH:13][C:12]([CH2:15][NH:16][C:17]3[C:26]4[C:21](=[CH:22][C:23]([CH3:27])=[CH:24][CH:25]=4)[N:20]=[C:19](Cl)[N:18]=3)=[CH:11][CH:10]=2)=[O:7])=[CH:4][CH:3]=1.[CH3:31][NH2:32].Cl. Product: [Br:1][C:2]1[CH:30]=[CH:29][C:5]([C:6]([NH:8][C:9]2[CH:14]=[CH:13][C:12]([CH2:15][NH:16][C:17]3[C:26]4[C:21](=[CH:22][C:23]([CH3:27])=[CH:24][CH:25]=4)[N:20]=[C:19]([NH:32][CH3:31])[N:18]=3)=[CH:11][CH:10]=2)=[O:7])=[CH:4][CH:3]=1. The catalyst class is: 41. (2) Reactant: [N:1]1([CH2:7][CH2:8][CH2:9][NH2:10])[CH2:6][CH2:5][O:4][CH2:3][CH2:2]1.Cl[C:12]1[N:13]=[N+:14]([O-:26])[C:15]2[CH:25]=[C:24]3[C:19]([CH2:20][CH2:21][CH2:22][O:23]3)=[CH:18][C:16]=2[N:17]=1. Product: [N:1]1([CH2:7][CH2:8][CH2:9][NH:10][C:12]2[N:13]=[N+:14]([O-:26])[C:15]3[CH:25]=[C:24]4[C:19]([CH2:20][CH2:21][CH2:22][O:23]4)=[CH:18][C:16]=3[N:17]=2)[CH2:6][CH2:5][O:4][CH2:3][CH2:2]1. The catalyst class is: 57. (3) Reactant: B(Br)(Br)Br.[CH:5]([C:7]1[CH:14]=[CH:13][C:10]([C:11]#[N:12])=[CH:9][C:8]=1[O:15]C)=[O:6].C(=O)(O)[O-].[Na+]. Product: [CH:5]([C:7]1[CH:14]=[CH:13][C:10]([C:11]#[N:12])=[CH:9][C:8]=1[OH:15])=[O:6]. The catalyst class is: 4. (4) Reactant: [Br:1][C:2]1[CH:6]=[C:5](/[CH:7]=[N:8]/[S:9]([C:11]([CH3:14])([CH3:13])[CH3:12])=[O:10])[O:4][N:3]=1.CC(C[AlH]CC(C)C)C. Product: [Br:1][C:2]1[CH:6]=[C:5]([CH2:7][NH:8][S:9]([C:11]([CH3:14])([CH3:13])[CH3:12])=[O:10])[O:4][N:3]=1. The catalyst class is: 1. (5) Product: [OH:19][CH2:18][C:15]1([C:6]2[C:5]([O:4][CH2:3][O:2][CH3:1])=[CH:10][CH:9]=[CH:8][C:7]=2[OH:11])[CH2:16][CH2:17]1. Reactant: [CH3:1][O:2][CH2:3][O:4][C:5]1[CH:10]=[CH:9][CH:8]=[C:7]([O:11]COC)[C:6]=1[C:15]1([C:18](OCC)=[O:19])[CH2:17][CH2:16]1.O.[H-].[Na+].C(Cl)OC.[H-].[H-].[H-].[H-].[Li+].[Al+3]. The catalyst class is: 548. (6) Reactant: [CH2:1]([S:3][C:4]1[CH:9]=[C:8]([F:10])[CH:7]=[CH:6][C:5]=1[C:11]1[N:23]([CH3:24])[C:14]2=[N:15][CH:16]=[C:17]([C:19]([F:22])([F:21])[F:20])[CH:18]=[C:13]2[N:12]=1)[CH3:2].ClC1C=CC=C(C(OO)=[O:33])C=1.C(=O)([O-])O.[Na+].S([O-])([O-])(=O)=S.[Na+].[Na+]. Product: [CH2:1]([S:3]([C:4]1[CH:9]=[C:8]([F:10])[CH:7]=[CH:6][C:5]=1[C:11]1[N:23]([CH3:24])[C:14]2=[N:15][CH:16]=[C:17]([C:19]([F:22])([F:20])[F:21])[CH:18]=[C:13]2[N:12]=1)=[O:33])[CH3:2]. The catalyst class is: 22. (7) Reactant: [Cl:1][C:2]1[CH:10]=[C:9]2[C:5]([CH2:6][C:7](=[O:11])[NH:8]2)=[CH:4][CH:3]=1.[C:12]([Si:16]([CH3:27])([CH3:26])[O:17][CH2:18][CH2:19][C:20]([CH3:25])([CH3:24])[CH2:21][CH:22]=O)([CH3:15])([CH3:14])[CH3:13].C[O-].[Na+]. Product: [C:12]([Si:16]([CH3:26])([CH3:27])[O:17][CH2:18][CH2:19][C:20]([CH3:25])([CH3:24])[CH2:21]/[CH:22]=[C:6]1\[C:7](=[O:11])[NH:8][C:9]2[C:5]\1=[CH:4][CH:3]=[C:2]([Cl:1])[CH:10]=2)([CH3:15])([CH3:14])[CH3:13]. The catalyst class is: 5.